Dataset: Full USPTO retrosynthesis dataset with 1.9M reactions from patents (1976-2016). Task: Predict the reactants needed to synthesize the given product. (1) Given the product [CH3:18][O:17][C:15]([C:2]1([NH:1][C:29](=[O:30])[CH2:28][CH2:27][CH2:26][Cl:25])[CH2:3][CH2:4][N:5]([C:8]([O:10][C:11]([CH3:12])([CH3:13])[CH3:14])=[O:9])[CH2:6][CH2:7]1)=[O:16], predict the reactants needed to synthesize it. The reactants are: [NH2:1][C:2]1([C:15]([O:17][CH3:18])=[O:16])[CH2:7][CH2:6][N:5]([C:8]([O:10][C:11]([CH3:14])([CH3:13])[CH3:12])=[O:9])[CH2:4][CH2:3]1.N1C=CC=CC=1.[Cl:25][CH2:26][CH2:27][CH2:28][C:29](Cl)=[O:30]. (2) Given the product [CH2:13]([O:11][C:10](=[O:12])[CH2:9][C:5]1[CH:6]=[CH:7][CH:8]=[C:3]([Br:2])[CH:4]=1)[CH3:14], predict the reactants needed to synthesize it. The reactants are: Cl.[Br:2][C:3]1[CH:4]=[C:5]([CH2:9][C:10]([OH:12])=[O:11])[CH:6]=[CH:7][CH:8]=1.[CH3:13][CH2:14]O. (3) Given the product [CH:50]1([N:16]([CH2:15][CH2:14][OH:13])[CH2:17][CH2:18][CH2:19][O:20][C:21]2[CH:30]=[C:29]3[C:24]([C:25]([NH:31][C:32]4[CH:36]=[C:35]([CH2:37][C:38]([NH:40][C:41]5[CH:46]=[CH:45][CH:44]=[C:43]([F:47])[CH:42]=5)=[O:39])[NH:34][N:33]=4)=[N:26][CH:27]=[N:28]3)=[CH:23][C:22]=2[O:48][CH3:49])[CH2:52][CH2:51]1, predict the reactants needed to synthesize it. The reactants are: P([O:13][CH2:14][CH2:15][NH:16][CH2:17][CH2:18][CH2:19][O:20][C:21]1[CH:30]=[C:29]2[C:24]([C:25]([NH:31][C:32]3[CH:36]=[C:35]([CH2:37][C:38]([NH:40][C:41]4[CH:46]=[CH:45][CH:44]=[C:43]([F:47])[CH:42]=4)=[O:39])[NH:34][N:33]=3)=[N:26][CH:27]=[N:28]2)=[CH:23][C:22]=1[O:48][CH3:49])(OC(C)(C)C)(OC(C)(C)C)=O.[CH:50]1(NCCO)[CH2:52][CH2:51]1. (4) Given the product [Cl:1][C:2]1[C:3]([O:11][CH2:12][CH3:14])=[C:4]([CH:8]=[CH:9][CH:10]=1)[CH2:5][N:18]([CH3:15])[C:38](=[O:40])/[CH:37]=[CH:36]/[C:31]1[CH:32]=[N:33][C:34]2[NH:35][C:26](=[O:25])[CH2:27][CH2:28][C:29]=2[CH:30]=1, predict the reactants needed to synthesize it. The reactants are: [Cl:1][C:2]1[C:3]([O:11][CH:12]([CH3:14])C)=[C:4]([CH:8]=[CH:9][CH:10]=1)[CH2:5]CN.[CH:15]([N:18](C(C)C)CC)(C)C.Cl.[O:25]=[C:26]1[NH:35][C:34]2[N:33]=[CH:32][C:31](/[CH:36]=[CH:37]/[C:38]([OH:40])=O)=[CH:30][C:29]=2[CH2:28][CH2:27]1.O.ON1C2C=CC=CC=2N=N1.Cl.CN(C)CCCN=C=NCC. (5) Given the product [C:1]([O:5][C:6](=[O:24])[NH:7][CH2:8][CH2:9][CH2:10][C@H:11]([NH:16][C:17]([O:19][C:20]([CH3:23])([CH3:22])[CH3:21])=[O:18])[CH2:12][NH2:13])([CH3:4])([CH3:3])[CH3:2], predict the reactants needed to synthesize it. The reactants are: [C:1]([O:5][C:6](=[O:24])[NH:7][CH2:8][CH2:9][CH2:10][C@H:11]([NH:16][C:17]([O:19][C:20]([CH3:23])([CH3:22])[CH3:21])=[O:18])[CH2:12][N:13]=[N+]=[N-])([CH3:4])([CH3:3])[CH3:2].